Task: Predict the reaction yield, written as a fraction of the theoretical maximum amount of product (1.0 means a 100% yield; for example, 0.34 means a 34% yield).. Dataset: Reaction yield outcomes from USPTO patents with 853,638 reactions The reactants are [Cl:1][C:2]1[N:7]=[C:6]([C:8]2[CH:9]=[N:10][N:11]([CH2:13][O:14][CH2:15][CH2:16][Si:17]([CH3:20])([CH3:19])[CH3:18])[CH:12]=2)[N:5]=[C:4]([NH2:21])[CH:3]=1.P([O-])([O-])([O-])=O.[C:27]([O-])(=O)[CH3:28].[Na+].ClCC=O. The catalyst is C(O)C.C(=O)(O)[O-].[Na+]. The product is [Cl:1][C:2]1[N:7]=[C:6]([C:8]2[CH:9]=[N:10][N:11]([CH2:13][O:14][CH2:15][CH2:16][Si:17]([CH3:18])([CH3:20])[CH3:19])[CH:12]=2)[N:5]2[CH:27]=[CH:28][N:21]=[C:4]2[CH:3]=1. The yield is 0.393.